Dataset: Merck oncology drug combination screen with 23,052 pairs across 39 cell lines. Task: Regression. Given two drug SMILES strings and cell line genomic features, predict the synergy score measuring deviation from expected non-interaction effect. (1) Drug 1: O=C(CCCCCCC(=O)Nc1ccccc1)NO. Drug 2: COC1CC2CCC(C)C(O)(O2)C(=O)C(=O)N2CCCCC2C(=O)OC(C(C)CC2CCC(OP(C)(C)=O)C(OC)C2)CC(=O)C(C)C=C(C)C(O)C(OC)C(=O)C(C)CC(C)C=CC=CC=C1C. Cell line: OVCAR3. Synergy scores: synergy=13.7. (2) Drug 1: O=C(CCCCCCC(=O)Nc1ccccc1)NO. Drug 2: CC1(c2nc3c(C(N)=O)cccc3[nH]2)CCCN1. Cell line: OVCAR3. Synergy scores: synergy=18.9. (3) Drug 1: C=CCn1c(=O)c2cnc(Nc3ccc(N4CCN(C)CC4)cc3)nc2n1-c1cccc(C(C)(C)O)n1. Drug 2: Cn1cc(-c2cnn3c(N)c(Br)c(C4CCCNC4)nc23)cn1. Cell line: LNCAP. Synergy scores: synergy=17.6. (4) Drug 1: COc1cccc2c1C(=O)c1c(O)c3c(c(O)c1C2=O)CC(O)(C(=O)CO)CC3OC1CC(N)C(O)C(C)O1. Drug 2: Cn1c(=O)n(-c2ccc(C(C)(C)C#N)cc2)c2c3cc(-c4cnc5ccccc5c4)ccc3ncc21. Cell line: OCUBM. Synergy scores: synergy=1.89. (5) Cell line: T47D. Synergy scores: synergy=17.1. Drug 2: O=C(CCCCCCC(=O)Nc1ccccc1)NO. Drug 1: CC(=O)OC1C(=O)C2(C)C(O)CC3OCC3(OC(C)=O)C2C(OC(=O)c2ccccc2)C2(O)CC(OC(=O)C(O)C(NC(=O)c3ccccc3)c3ccccc3)C(C)=C1C2(C)C. (6) Drug 1: CN1C(=O)C=CC2(C)C3CCC4(C)C(NC(=O)OCC(F)(F)F)CCC4C3CCC12. Drug 2: Cn1nnc2c(C(N)=O)ncn2c1=O. Cell line: SKMEL30. Synergy scores: synergy=15.5.